From a dataset of NCI-60 drug combinations with 297,098 pairs across 59 cell lines. Regression. Given two drug SMILES strings and cell line genomic features, predict the synergy score measuring deviation from expected non-interaction effect. (1) Drug 1: C1CCC(CC1)NC(=O)N(CCCl)N=O. Drug 2: CC1C(C(CC(O1)OC2CC(OC(C2O)C)OC3=CC4=CC5=C(C(=O)C(C(C5)C(C(=O)C(C(C)O)O)OC)OC6CC(C(C(O6)C)O)OC7CC(C(C(O7)C)O)OC8CC(C(C(O8)C)O)(C)O)C(=C4C(=C3C)O)O)O)O. Cell line: HCT-15. Synergy scores: CSS=32.7, Synergy_ZIP=7.89, Synergy_Bliss=1.81, Synergy_Loewe=0.156, Synergy_HSA=-0.176. (2) Drug 1: C1CC(C1)(C(=O)O)C(=O)O.[NH2-].[NH2-].[Pt+2]. Drug 2: CC1=C2C(C(=O)C3(C(CC4C(C3C(C(C2(C)C)(CC1OC(=O)C(C(C5=CC=CC=C5)NC(=O)C6=CC=CC=C6)O)O)OC(=O)C7=CC=CC=C7)(CO4)OC(=O)C)O)C)OC(=O)C. Cell line: MALME-3M. Synergy scores: CSS=2.64, Synergy_ZIP=-4.77, Synergy_Bliss=-3.02, Synergy_Loewe=-6.70, Synergy_HSA=-3.53. (3) Drug 2: CN(C(=O)NC(C=O)C(C(C(CO)O)O)O)N=O. Synergy scores: CSS=39.9, Synergy_ZIP=0.821, Synergy_Bliss=-1.18, Synergy_Loewe=-6.71, Synergy_HSA=1.69. Drug 1: CC1OCC2C(O1)C(C(C(O2)OC3C4COC(=O)C4C(C5=CC6=C(C=C35)OCO6)C7=CC(=C(C(=C7)OC)O)OC)O)O. Cell line: SW-620. (4) Drug 1: CC12CCC3C(C1CCC2=O)CC(=C)C4=CC(=O)C=CC34C. Drug 2: C1=NC2=C(N=C(N=C2N1C3C(C(C(O3)CO)O)F)Cl)N. Cell line: MDA-MB-231. Synergy scores: CSS=52.5, Synergy_ZIP=-8.42, Synergy_Bliss=-8.71, Synergy_Loewe=-7.51, Synergy_HSA=-6.78. (5) Cell line: NCI-H322M. Synergy scores: CSS=-5.49, Synergy_ZIP=0.0319, Synergy_Bliss=-3.55, Synergy_Loewe=-5.19, Synergy_HSA=-4.88. Drug 1: C1CCN(CC1)CCOC2=CC=C(C=C2)C(=O)C3=C(SC4=C3C=CC(=C4)O)C5=CC=C(C=C5)O. Drug 2: C1=C(C(=O)NC(=O)N1)N(CCCl)CCCl. (6) Drug 1: C1=NC(=NC(=O)N1C2C(C(C(O2)CO)O)O)N. Drug 2: COCCOC1=C(C=C2C(=C1)C(=NC=N2)NC3=CC=CC(=C3)C#C)OCCOC.Cl. Cell line: SK-MEL-5. Synergy scores: CSS=32.2, Synergy_ZIP=-7.63, Synergy_Bliss=2.02, Synergy_Loewe=5.42, Synergy_HSA=6.40. (7) Drug 1: COC1=C(C=C2C(=C1)N=CN=C2NC3=CC(=C(C=C3)F)Cl)OCCCN4CCOCC4. Drug 2: CN1C2=C(C=C(C=C2)N(CCCl)CCCl)N=C1CCCC(=O)O.Cl. Cell line: HL-60(TB). Synergy scores: CSS=21.1, Synergy_ZIP=5.07, Synergy_Bliss=12.1, Synergy_Loewe=6.62, Synergy_HSA=10.3.